From a dataset of Reaction yield outcomes from USPTO patents with 853,638 reactions. Predict the reaction yield, written as a fraction of the theoretical maximum amount of product (1.0 means a 100% yield; for example, 0.34 means a 34% yield). (1) The product is [Cl:1][C:2]1[CH:33]=[CH:32][CH:31]=[CH:30][C:3]=1[CH2:4][N:5]([CH3:29])[C:6]([C:8]1[N:9]=[N:10][N:11]([CH2:14][C:15]2[CH:20]=[C:19]([C:21]([F:23])([F:24])[F:22])[CH:18]=[C:17]([C:25]([F:26])([F:28])[F:27])[CH:16]=2)[C:12]=1[N:34]1[CH2:39][CH2:38][O:37][CH2:36][CH2:35]1)=[O:7]. The catalyst is CCOC(C)=O. The reactants are [Cl:1][C:2]1[CH:33]=[CH:32][CH:31]=[CH:30][C:3]=1[CH2:4][N:5]([CH3:29])[C:6]([C:8]1[N:9]=[N:10][N:11]([CH2:14][C:15]2[CH:20]=[C:19]([C:21]([F:24])([F:23])[F:22])[CH:18]=[C:17]([C:25]([F:28])([F:27])[F:26])[CH:16]=2)[C:12]=1Cl)=[O:7].[NH:34]1[CH2:39][CH2:38][O:37][CH2:36][CH2:35]1. The yield is 0.870. (2) The reactants are [O:1]1[C:5]2[CH:6]=[CH:7][C:8]([OH:10])=[CH:9][C:4]=2[O:3][CH2:2]1.C([Mg]Cl)(C)C.[Cl:16][C:17]1[CH:25]=[CH:24][CH:23]=[C:22]2[C:18]=1[C:19](=[O:27])[C:20](=[O:26])[NH:21]2. The catalyst is O1CCCC1. The product is [Cl:16][C:17]1[CH:25]=[CH:24][CH:23]=[C:22]2[C:18]=1[C:19]([OH:27])([C:7]1[C:8]([OH:10])=[CH:9][C:4]3[O:3][CH2:2][O:1][C:5]=3[CH:6]=1)[C:20](=[O:26])[NH:21]2. The yield is 0.950. (3) The reactants are [N+:1]([C:4]1[CH:19]=[CH:18][C:17]([O:20][CH3:21])=[CH:16][C:5]=1[C:6]([NH:8][C:9]1[CH:14]=[CH:13][C:12]([Cl:15])=[CH:11][N:10]=1)=[O:7])([O-])=O.[H][H]. The catalyst is [C].[Pt].ClCCl. The product is [NH2:1][C:4]1[CH:19]=[CH:18][C:17]([O:20][CH3:21])=[CH:16][C:5]=1[C:6]([NH:8][C:9]1[CH:14]=[CH:13][C:12]([Cl:15])=[CH:11][N:10]=1)=[O:7]. The yield is 0.895. (4) The reactants are [O:1]=[C:2]1[CH:7]=[CH:6][C:5](=[N:8][S:9]([CH3:12])(=[O:11])=[O:10])[CH:4]=[CH:3]1.O=[C:14]([CH2:18][CH2:19][CH2:20][CH3:21])[CH2:15][C:16]#[N:17].C[O-].[Na+].O. The catalyst is O1CCOCC1.S(=O)(=O)(O)O. The product is [CH2:18]([C:14]1[O:1][C:2]2[CH:7]=[CH:6][C:5]([NH:8][S:9]([CH3:12])(=[O:11])=[O:10])=[CH:4][C:3]=2[C:15]=1[C:16]#[N:17])[CH2:19][CH2:20][CH3:21]. The yield is 0.0600. (5) The reactants are [C:1]([O:5][C:6]([N:8]1[CH2:13][CH2:12][CH:11]([C:14]2[CH:19]=[CH:18][C:17]([NH:20][C:21]3[N:26]=[C:25](/[CH:27]=[CH:28]/[C:29]4[CH:30]=[C:31]([CH:36]=[CH:37][N:38]=4)[C:32]([O:34][CH3:35])=[O:33])[C:24]([C:39]([F:42])([F:41])[F:40])=[CH:23][N:22]=3)=[CH:16][CH:15]=2)[CH2:10][CH2:9]1)=[O:7])([CH3:4])([CH3:3])[CH3:2]. The catalyst is CO.[Pd]. The product is [C:1]([O:5][C:6]([N:8]1[CH2:13][CH2:12][CH:11]([C:14]2[CH:19]=[CH:18][C:17]([NH:20][C:21]3[N:26]=[C:25]([CH2:27][CH2:28][C:29]4[CH:30]=[C:31]([CH:36]=[CH:37][N:38]=4)[C:32]([O:34][CH3:35])=[O:33])[C:24]([C:39]([F:40])([F:41])[F:42])=[CH:23][N:22]=3)=[CH:16][CH:15]=2)[CH2:10][CH2:9]1)=[O:7])([CH3:4])([CH3:2])[CH3:3]. The yield is 0.630. (6) The catalyst is C(Cl)Cl. The product is [C:1]([O:5][C:6]([N:8]1[C:12]2[CH:13]=[CH:14][CH:15]=[CH:16][C:11]=2[N:10]=[C:9]1[CH2:17][N:18]([CH2:45][C:42]1([CH2:41][CH2:40][N:31]2[C:30](=[O:29])[C:38]3[C:33](=[CH:34][CH:35]=[CH:36][CH:37]=3)[C:32]2=[O:39])[CH2:44][CH2:43]1)[CH:19]1[C:28]2[N:27]=[CH:26][CH:25]=[CH:24][C:23]=2[CH2:22][CH2:21][CH2:20]1)=[O:7])([CH3:4])([CH3:2])[CH3:3]. The yield is 0.290. The reactants are [C:1]([O:5][C:6]([N:8]1[C:12]2[CH:13]=[CH:14][CH:15]=[CH:16][C:11]=2[N:10]=[C:9]1[CH2:17][NH:18][CH:19]1[C:28]2[N:27]=[CH:26][CH:25]=[CH:24][C:23]=2[CH2:22][CH2:21][CH2:20]1)=[O:7])([CH3:4])([CH3:3])[CH3:2].[O:29]=[C:30]1[C:38]2[C:33](=[CH:34][CH:35]=[CH:36][CH:37]=2)[C:32](=[O:39])[N:31]1[CH2:40][CH2:41][C:42]1([CH:45]=O)[CH2:44][CH2:43]1.[BH-](OC(C)=O)(OC(C)=O)OC(C)=O.[Na+]. (7) The reactants are [SH:1][C:2]1[NH:3][C:4]2[C:9]([CH:10]=1)=[CH:8][CH:7]=[CH:6][CH:5]=2.Cl[N:12]1[CH:17]=[CH:16][CH:15]=[C:14]([O:18][CH3:19])[NH:13]1.C(=O)([O-])[O-].[K+].[K+]. The catalyst is CC(C)=O. The product is [CH3:19][O:18][C:14]1[N:13]=[N:12][C:17]([S:1][C:2]2[NH:3][C:4]3[C:9]([CH:10]=2)=[CH:8][CH:7]=[CH:6][CH:5]=3)=[CH:16][CH:15]=1. The yield is 0.310.